Dataset: Forward reaction prediction with 1.9M reactions from USPTO patents (1976-2016). Task: Predict the product of the given reaction. (1) The product is: [C:23]([C:25]1[CH:30]=[CH:29][CH:28]=[CH:27][C:26]=1[CH:31]=[CH:32][C:33]([NH:8][C@H:7]([C:9]([OH:11])=[O:10])[CH2:6][C:5]1[C:12]2[C:17](=[CH:16][CH:15]=[CH:14][CH:13]=2)[N:3]([CH3:2])[CH:4]=1)=[O:34])#[N:24]. Given the reactants O.[CH3:2][N:3]1[C:17]2[C:12](=[CH:13][CH:14]=[CH:15][CH:16]=2)[C:5]([CH2:6][C@@H:7]([C:9]([OH:11])=[O:10])[NH2:8])=[CH:4]1.C(=O)([O-])O.[Na+].[C:23]([C:25]1[CH:30]=[CH:29][CH:28]=[CH:27][C:26]=1[CH:31]=[CH:32][C:33](ON1C(=O)CCC1=O)=[O:34])#[N:24], predict the reaction product. (2) Given the reactants OS(O)(=O)=O.[NH2:6][C:7]1[C:15]([Cl:16])=[CH:14][C:10]([C:11]([OH:13])=[O:12])=[CH:9][C:8]=1[Cl:17].[CH3:18]O, predict the reaction product. The product is: [NH2:6][C:7]1[C:8]([Cl:17])=[CH:9][C:10]([C:11]([O:13][CH3:18])=[O:12])=[CH:14][C:15]=1[Cl:16]. (3) Given the reactants Cl.[S:2]1[C:6]2=[CH:7][CH:8]=[CH:9][NH:10][CH:5]2[CH2:4][CH2:3]1.[CH3:11][O:12][C:13](=[O:23])[CH:14]([C:16]1[CH:21]=[CH:20][CH:19]=[CH:18][C:17]=1[Cl:22])Br.C(=O)([O-])[O-].[K+].[K+], predict the reaction product. The product is: [CH3:11][O:12][C:13]([C@@H:14]([N:10]1[CH2:9][C:8]2[CH:7]=[CH:6][S:2][C:3]=2[CH2:4][CH2:5]1)[C:16]1[CH:21]=[CH:20][CH:19]=[CH:18][C:17]=1[Cl:22])=[O:23].